The task is: Predict the reaction yield, written as a fraction of the theoretical maximum amount of product (1.0 means a 100% yield; for example, 0.34 means a 34% yield).. This data is from Reaction yield outcomes from USPTO patents with 853,638 reactions. (1) The reactants are [CH:1]1([C:4]2[C:5]([O:18][CH2:19][C:20]3([F:26])[CH2:25][CH2:24][NH:23][CH2:22][CH2:21]3)=[CH:6][C:7]([F:17])=[C:8]([CH:16]=2)[C:9]([O:11][C:12]([CH3:15])([CH3:14])[CH3:13])=[O:10])[CH2:3][CH2:2]1.[Cl:27][C:28]1[CH:29]=[C:30]([CH:33]=[CH:34][C:35]=1[O:36][C:37]([F:40])([F:39])[F:38])[CH:31]=O.C(O[BH-](OC(=O)C)OC(=O)C)(=O)C.[Na+]. The catalyst is O1CCCC1. The product is [Cl:27][C:28]1[CH:29]=[C:30]([CH:33]=[CH:34][C:35]=1[O:36][C:37]([F:38])([F:39])[F:40])[CH2:31][N:23]1[CH2:24][CH2:25][C:20]([CH2:19][O:18][C:5]2[C:4]([CH:1]3[CH2:2][CH2:3]3)=[CH:16][C:8]([C:9]([O:11][C:12]([CH3:15])([CH3:14])[CH3:13])=[O:10])=[C:7]([F:17])[CH:6]=2)([F:26])[CH2:21][CH2:22]1. The yield is 0.230. (2) The reactants are [F:1][C:2]1[C:3]([NH:23][C:24]2[CH:29]=[CH:28][C:27]([I:30])=[CH:26][C:25]=2[F:31])=[C:4]([C:9]([N:11]2[CH2:14][C:13]([C:16]([CH3:22])([CH3:21])[C:17]([O:19]C)=[O:18])([OH:15])[CH2:12]2)=[O:10])[CH:5]=[CH:6][C:7]=1[F:8].Cl. The catalyst is [OH-].[K+]. The product is [F:1][C:2]1[C:3]([NH:23][C:24]2[CH:29]=[CH:28][C:27]([I:30])=[CH:26][C:25]=2[F:31])=[C:4]([C:9]([N:11]2[CH2:14][C:13]([C:16]([CH3:22])([CH3:21])[C:17]([OH:19])=[O:18])([OH:15])[CH2:12]2)=[O:10])[CH:5]=[CH:6][C:7]=1[F:8]. The yield is 0.590.